This data is from Full USPTO retrosynthesis dataset with 1.9M reactions from patents (1976-2016). The task is: Predict the reactants needed to synthesize the given product. (1) The reactants are: [Cl:1][C:2]1[CH:3]=[C:4]([C:8]#[C:9][C:10]2[NH:11][O:12][CH:13]3[NH:17][CH2:16][CH2:15][C:14]=23)[CH:5]=[CH:6][CH:7]=1.C(N(CC)CC)C.[F:25][C:26]1([F:35])[CH2:31][CH2:30][CH:29]([C:32](Cl)=[O:33])[CH2:28][CH2:27]1.O. Given the product [Cl:1][C:2]1[CH:3]=[C:4]([C:8]#[C:9][C:10]2[CH:14]3[CH2:15][CH2:16][N:17]([C:32]([CH:29]4[CH2:30][CH2:31][C:26]([F:35])([F:25])[CH2:27][CH2:28]4)=[O:33])[CH:13]3[O:12][N:11]=2)[CH:5]=[CH:6][CH:7]=1, predict the reactants needed to synthesize it. (2) Given the product [OH:8][C:5]1[CH:6]=[CH:7][C:2]([NH:1][C:18]([CH2:21][O:22][C:23]2[CH:36]=[CH:35][C:26]([CH2:27][CH:28]3[S:32][C:31](=[O:33])[NH:30][C:29]3=[O:34])=[CH:25][CH:24]=2)=[O:19])=[C:3]([N:9]([CH3:17])[C:10](=[O:16])[O:11][C:12]([CH3:13])([CH3:14])[CH3:15])[CH:4]=1, predict the reactants needed to synthesize it. The reactants are: [NH2:1][C:2]1[CH:7]=[CH:6][C:5]([OH:8])=[CH:4][C:3]=1[N:9]([CH3:17])[C:10](=[O:16])[O:11][C:12]([CH3:15])([CH3:14])[CH3:13].[C:18]([CH2:21][O:22][C:23]1[CH:36]=[CH:35][C:26]([CH2:27][CH:28]2[S:32][C:31](=[O:33])[NH:30][C:29]2=[O:34])=[CH:25][CH:24]=1)(O)=[O:19]. (3) Given the product [CH2:1]([N:8]([CH2:16][C:17]1[CH:18]=[CH:19][CH:20]=[CH:21][CH:22]=1)[CH2:9][C:10]([CH3:23])([OH:15])[C:11]([CH3:14])([CH3:13])[CH3:12])[C:2]1[CH:7]=[CH:6][CH:5]=[CH:4][CH:3]=1, predict the reactants needed to synthesize it. The reactants are: [CH2:1]([N:8]([CH2:16][C:17]1[CH:22]=[CH:21][CH:20]=[CH:19][CH:18]=1)[CH2:9][C:10](=[O:15])[C:11]([CH3:14])([CH3:13])[CH3:12])[C:2]1[CH:7]=[CH:6][CH:5]=[CH:4][CH:3]=1.[CH3:23][Mg]Br. (4) Given the product [CH3:1][C:2]1[CH:7]=[CH:6][CH:5]=[CH:4][C:3]=1[C:8]1[CH:13]=[CH:12][C:11]([C:14]2[O:18][N:17]=[C:16]([C:19]3[CH:24]=[CH:23][C:22]([CH:25]=[O:26])=[CH:21][CH:20]=3)[N:15]=2)=[CH:10][C:9]=1[C:27]([F:30])([F:28])[F:29], predict the reactants needed to synthesize it. The reactants are: [CH3:1][C:2]1[CH:7]=[CH:6][CH:5]=[CH:4][C:3]=1[C:8]1[CH:13]=[CH:12][C:11]([C:14]2[O:18][N:17]=[C:16]([C:19]3[CH:24]=[CH:23][C:22]([CH2:25][OH:26])=[CH:21][CH:20]=3)[N:15]=2)=[CH:10][C:9]=1[C:27]([F:30])([F:29])[F:28]. (5) Given the product [CH2:1]([N:8]1[CH2:13][CH2:12][N:11]([CH2:14][CH2:15][C:16]2([CH2:21][N:22]3[CH2:26][CH2:25][CH2:24][C:23]3=[O:28])[CH2:20][CH2:19][CH2:18][CH2:17]2)[CH2:10][CH2:9]1)[C:2]1[CH:7]=[CH:6][CH:5]=[CH:4][CH:3]=1, predict the reactants needed to synthesize it. The reactants are: [CH2:1]([N:8]1[CH2:13][CH2:12][N:11]([CH2:14][CH2:15][C:16]2([CH2:21][NH:22][C:23](=[O:28])[CH2:24][CH2:25][CH2:26]Cl)[CH2:20][CH2:19][CH2:18][CH2:17]2)[CH2:10][CH2:9]1)[C:2]1[CH:7]=[CH:6][CH:5]=[CH:4][CH:3]=1.[H-].[Na+].O.